From a dataset of Forward reaction prediction with 1.9M reactions from USPTO patents (1976-2016). Predict the product of the given reaction. (1) Given the reactants [OH:1][C:2]1[C:3]2[C:7]([CH:8]=[C:9]([C:11]([O:13][CH2:14][CH3:15])=[O:12])[CH:10]=1)=[N:6][N:5]([CH3:16])[CH:4]=2.C(N(CC)C(C)C)(C)C.[F:26][C:27]([F:46])([F:45])[S:28](N(C1C=CC=CC=1)[S:28]([C:27]([F:46])([F:45])[F:26])(=[O:30])=[O:29])(=[O:30])=[O:29], predict the reaction product. The product is: [CH3:16][N:5]1[CH:4]=[C:3]2[C:7]([CH:8]=[C:9]([C:11]([O:13][CH2:14][CH3:15])=[O:12])[CH:10]=[C:2]2[O:1][S:28]([C:27]([F:46])([F:45])[F:26])(=[O:30])=[O:29])=[N:6]1. (2) The product is: [F:39][C:40]([F:53])([F:52])[S:41]([O:21][C:15]1[C:12]2[C:13](=[O:14])[N:8]([CH2:7][C@@H:5]3[CH2:4][O:3][C:2]([CH3:31])([CH3:1])[O:6]3)[C:9](=[O:30])[N:10]([C:22]3[CH:27]=[CH:26][C:25]([I:28])=[CH:24][C:23]=3[F:29])[C:11]=2[N:18]([CH3:19])[C:17](=[O:20])[CH:16]=1)(=[O:43])=[O:42]. Given the reactants [CH3:1][C:2]1([CH3:31])[O:6][C@H:5]([CH2:7][N:8]2[C:13](=[O:14])[C:12]3[C:15]([OH:21])=[CH:16][C:17](=[O:20])[N:18]([CH3:19])[C:11]=3[N:10]([C:22]3[CH:27]=[CH:26][C:25]([I:28])=[CH:24][C:23]=3[F:29])[C:9]2=[O:30])[CH2:4][O:3]1.C(N(CC)CC)C.[F:39][C:40]([F:53])([F:52])[S:41](O[S:41]([C:40]([F:53])([F:52])[F:39])(=[O:43])=[O:42])(=[O:43])=[O:42], predict the reaction product. (3) Given the reactants Cl.[C:2]([N:6]1[C:10]([C:11]2[CH:16]=[CH:15][C:14]([F:17])=[CH:13][CH:12]=2)=[C:9]([C:18]2[S:19][CH:20]=[C:21]([CH:23]3[CH2:28][CH2:27][NH:26][CH2:25][CH2:24]3)[N:22]=2)[CH:8]=[N:7]1)([CH3:5])([CH3:4])[CH3:3].[C:29]([C:31]1[CH:39]=[CH:38][C:34]([C:35](O)=[O:36])=[CH:33][CH:32]=1)#[N:30], predict the reaction product. The product is: [C:2]([N:6]1[C:10]([C:11]2[CH:16]=[CH:15][C:14]([F:17])=[CH:13][CH:12]=2)=[C:9]([C:18]2[S:19][CH:20]=[C:21]([CH:23]3[CH2:24][CH2:25][N:26]([C:35]([C:34]4[CH:38]=[CH:39][C:31]([C:29]#[N:30])=[CH:32][CH:33]=4)=[O:36])[CH2:27][CH2:28]3)[N:22]=2)[CH:8]=[N:7]1)([CH3:5])([CH3:3])[CH3:4]. (4) Given the reactants C([O:4][C@@H:5]([C@@H:9]([NH:17][C:18](=[O:30])[C:19]1[CH:24]=[CH:23][CH:22]=[C:21]([O:25]C(=O)C)[C:20]=1[CH3:29])[CH2:10][C:11]1[CH:16]=[CH:15][CH:14]=[CH:13][CH:12]=1)[C:6]([OH:8])=O)(=O)C.N1C=CC=CC=1.O=S(Cl)Cl.Cl.[CH2:42]([NH:45][C:46]([C@@H:48]1[C:52]([CH3:54])([CH3:53])[S:51][CH2:50][NH:49]1)=[O:47])[CH:43]=[CH2:44].C(O[C@@H]([C@@H](NC(=O)C1C=CC=C(OC(=O)C)C=1C)CC1C=CC=CC=1)C(Cl)=O)(=O)C.C(NC([C@@H]1C(C)(C)SCN1)=O)C=C.[OH-].[K+].CO.C(O[C@H](C(N1[C@H](C(=O)NCC=C)C(C)(C)SC1)=O)[C@@H](NC(C1C(C)=C(OC(=O)C)C=CC=1)=O)CC1C=CC=CC=1)(=O)C.Cl, predict the reaction product. The product is: [CH2:42]([NH:45][C:46]([C@@H:48]1[C:52]([CH3:54])([CH3:53])[S:51][CH2:50][N:49]1[C:6](=[O:8])[C@@H:5]([OH:4])[C@@H:9]([NH:17][C:18](=[O:30])[C:19]1[CH:24]=[CH:23][CH:22]=[C:21]([OH:25])[C:20]=1[CH3:29])[CH2:10][C:11]1[CH:12]=[CH:13][CH:14]=[CH:15][CH:16]=1)=[O:47])[CH:43]=[CH2:44]. (5) Given the reactants Br[C:2]1[CH:3]=[CH:4][C:5]([F:14])=[C:6]([C:8]2[CH:13]=[CH:12][N:11]=[N:10][CH:9]=2)[CH:7]=1.[B:15]1(B2OCC(C)(C)CO2)[O:20]CC(C)(C)C[O:16]1, predict the reaction product. The product is: [F:14][C:5]1[CH:4]=[CH:3][C:2]([B:15]([OH:20])[OH:16])=[CH:7][C:6]=1[C:8]1[CH:13]=[CH:12][N:11]=[N:10][CH:9]=1. (6) Given the reactants [NH2:1][C:2]1[C:7]([C:8]#[N:9])=[C:6]([O:10][CH2:11][CH3:12])[N:5]=[C:4]([C:13]([OH:15])=O)[CH:3]=1.[CH3:16][O:17][C:18]1[CH:25]=[CH:24][C:23]([O:26][CH3:27])=[CH:22][C:19]=1[CH2:20][NH2:21].CCN(CC)CC.CN(C(ON1N=NC2C=CC=CC1=2)=[N+](C)C)C.[B-](F)(F)(F)F, predict the reaction product. The product is: [NH2:1][C:2]1[C:7]([C:8]#[N:9])=[C:6]([O:10][CH2:11][CH3:12])[N:5]=[C:4]([C:13]([NH:21][CH2:20][C:19]2[CH:22]=[C:23]([O:26][CH3:27])[CH:24]=[CH:25][C:18]=2[O:17][CH3:16])=[O:15])[CH:3]=1. (7) Given the reactants [N+:1]([C:4]1[CH:9]=[CH:8][C:7]([N+:10]([O-:12])=[O:11])=[CH:6][C:5]=1[OH:13])([O-:3])=[O:2].C(=O)([O-])[O-].[K+].[K+].[Br:20][CH2:21][CH:22]=[CH:23][CH2:24]Br, predict the reaction product. The product is: [Br:20][CH2:21][CH:22]=[CH:23][CH2:24][O:13][C:5]1[CH:6]=[C:7]([N+:10]([O-:12])=[O:11])[CH:8]=[CH:9][C:4]=1[N+:1]([O-:3])=[O:2].